The task is: Predict the product of the given reaction.. This data is from Forward reaction prediction with 1.9M reactions from USPTO patents (1976-2016). (1) Given the reactants C(OC(=O)[NH:7][CH2:8][C:9]1[CH:14]=[CH:13][C:12]([CH2:15][N:16]([CH2:19][CH2:20][CH2:21][CH2:22][N:23]([CH2:27][CH2:28][CH3:29])[CH2:24][CH2:25][CH3:26])[CH2:17][CH3:18])=[CH:11][CH:10]=1)(C)(C)C.Cl.O1CCOCC1, predict the reaction product. The product is: [NH2:7][CH2:8][C:9]1[CH:14]=[CH:13][C:12]([CH2:15][N:16]([CH2:17][CH3:18])[CH2:19][CH2:20][CH2:21][CH2:22][N:23]([CH2:27][CH2:28][CH3:29])[CH2:24][CH2:25][CH3:26])=[CH:11][CH:10]=1. (2) The product is: [O:35]1[CH:39]=[CH:38][C:37]2[CH:40]=[C:41]([CH2:44][C:4]3[C:3]4[C:7](=[CH:8][CH:9]=[C:10]([F:11])[C:2]=4[Cl:1])[N:6]([C@@H:12]4[O:29][C@H:28]([CH2:30][OH:31])[C@@H:23]([OH:24])[C@H:18]([OH:19])[C@H:13]4[OH:14])[CH:5]=3)[CH:42]=[CH:43][C:36]1=2. Given the reactants [Cl:1][C:2]1[C:10]([F:11])=[CH:9][CH:8]=[C:7]2[C:3]=1[CH:4]=[CH:5][N:6]2[C@@H:12]1[O:29][C@H:28]([CH2:30][O:31]C(=O)C)[C@@H:23]([O:24]C(=O)C)[C@H:18]([O:19]C(=O)C)[C@H:13]1[O:14]C(=O)C.[O:35]1[CH:39]=[CH:38][C:37]2[CH:40]=[C:41]([C:44](Cl)=O)[CH:42]=[CH:43][C:36]1=2, predict the reaction product. (3) Given the reactants [OH-:1].[K+].[NH2:3]O.Cl.[F:6][C:7]1[CH:8]=[CH:9][C:10]([N:13]([CH2:23][C:24]2[CH:33]=[CH:32][C:27]([C:28]([O:30]C)=O)=[CH:26][CH:25]=2)[C:14]2[S:18][N:17]=[C:16]([C:19]([F:22])([F:21])[F:20])[N:15]=2)=[N:11][CH:12]=1, predict the reaction product. The product is: [NH2:3][OH:1].[F:6][C:7]1[CH:8]=[CH:9][C:10]([N:13]([CH2:23][C:24]2[CH:33]=[CH:32][C:27]([C:28]([NH:3][OH:1])=[O:30])=[CH:26][CH:25]=2)[C:14]2[S:18][N:17]=[C:16]([C:19]([F:20])([F:21])[F:22])[N:15]=2)=[N:11][CH:12]=1. (4) Given the reactants [C:1]([O:8][CH3:9])(=[O:7])/[CH:2]=[CH:3]/[C:4]([O-:6])=O.Cl.[CH3:11][O:12][C:13](=[O:18])[C@H:14]([CH2:16][SH:17])[NH2:15].CCN=C=NCCCN(C)C.CN1CCOCC1, predict the reaction product. The product is: [SH:17][CH2:16][C@H:14]([NH:15][C:4](=[O:6])/[CH:3]=[CH:2]/[C:1]([O:8][CH3:9])=[O:7])[C:13]([O:12][CH3:11])=[O:18]. (5) Given the reactants [NH2:1][C:2]1[CH:3]=[C:4]([CH:9]=[CH:10][C:11]=1[O:12][C:13]1[CH:18]=[CH:17][CH:16]=[CH:15][C:14]=1[C:19]([O:21]C)=O)[C:5]([O:7][CH3:8])=[O:6].C[Al](C)C, predict the reaction product. The product is: [O:21]=[C:19]1[C:14]2[CH:15]=[CH:16][CH:17]=[CH:18][C:13]=2[O:12][C:11]2[CH:10]=[CH:9][C:4]([C:5]([O:7][CH3:8])=[O:6])=[CH:3][C:2]=2[NH:1]1. (6) Given the reactants O[CH:2]1[CH2:19][N:18]([C:20]([O:22][C:23]([CH3:26])([CH3:25])[CH3:24])=[O:21])[CH2:17][CH2:16][C:3]21[C:7](=[O:8])[N:6]([C:9]1[CH2:10][O:11][C:12](=[O:15])[C:13]=1[CH3:14])[CH2:5][CH2:4]2.CCN(S(F)(F)[F:33])CC, predict the reaction product. The product is: [F:33][CH:2]1[CH2:19][N:18]([C:20]([O:22][C:23]([CH3:26])([CH3:25])[CH3:24])=[O:21])[CH2:17][CH2:16][C:3]21[C:7](=[O:8])[N:6]([C:9]1[CH2:10][O:11][C:12](=[O:15])[C:13]=1[CH3:14])[CH2:5][CH2:4]2. (7) Given the reactants Cl[C:2]1[N:3]=[C:4]([N:24]2[CH2:29][CH2:28][O:27][CH2:26][CH2:25]2)[C:5]2[S:10][C:9]([CH2:11][N:12]3[CH2:17][CH2:16][N:15]([C:18]4[N:23]=[CH:22][CH:21]=[CH:20][N:19]=4)[CH2:14][CH2:13]3)=[CH:8][C:6]=2[N:7]=1.[N:30]1[CH:35]=[CH:34][CH:33]=[N:32]C=1N1CCNCC1, predict the reaction product. The product is: [NH:32]1[C:33]2[C:34](=[C:4]([C:2]3[N:3]=[C:4]([N:24]4[CH2:29][CH2:28][O:27][CH2:26][CH2:25]4)[C:5]4[S:10][C:9]([CH2:11][N:12]5[CH2:17][CH2:16][N:15]([C:18]6[N:23]=[CH:22][CH:21]=[CH:20][N:19]=6)[CH2:14][CH2:13]5)=[CH:8][C:6]=4[N:7]=3)[CH:5]=[CH:6][CH:8]=2)[CH:35]=[N:30]1.